Dataset: Forward reaction prediction with 1.9M reactions from USPTO patents (1976-2016). Task: Predict the product of the given reaction. (1) Given the reactants [F:1][CH:2]([CH2:16][CH2:17][N:18]1[CH:23]=[CH:22][C:21]([CH2:24][O:25][C:26]2[CH:31]=[CH:30][CH:29]=[CH:28][CH:27]=2)=[CH:20][C:19]1=[O:32])[CH2:3][N:4]1[CH:8]=[C:7]([C:9]([O:11]C(C)(C)C)=[O:10])[N:6]=[N:5]1.FC(F)(F)C(O)=O, predict the reaction product. The product is: [F:1][CH:2]([CH2:16][CH2:17][N:18]1[CH:23]=[CH:22][C:21]([CH2:24][O:25][C:26]2[CH:27]=[CH:28][CH:29]=[CH:30][CH:31]=2)=[CH:20][C:19]1=[O:32])[CH2:3][N:4]1[CH:8]=[C:7]([C:9]([OH:11])=[O:10])[N:6]=[N:5]1. (2) Given the reactants [H-].[Na+].[Cl:3][C:4]1[CH:9]=[CH:8][C:7]([NH:10][CH:11]=O)=[CH:6][CH:5]=1.[F:13][C:14]1[CH:19]=[CH:18][CH:17]=C(F)[N:15]=1, predict the reaction product. The product is: [Cl:3][C:4]1[CH:9]=[CH:8][C:7]([NH:10][C:11]2[CH:17]=[CH:18][CH:19]=[C:14]([F:13])[N:15]=2)=[CH:6][CH:5]=1. (3) The product is: [Cl:1][C:2]1[CH:3]=[CH:4][C:5]2[N:6]([C:8]([C:18]3[CH:23]=[CH:22][N:21]=[C:20]([C:24]4[CH:29]=[CH:28][C:27]([CH2:30][N:32]5[CH2:37][CH2:36][O:35][CH2:34][CH2:33]5)=[CH:26][CH:25]=4)[CH:19]=3)=[C:9]([C:11]3[CH:16]=[CH:15][CH:14]=[C:13]([CH3:17])[N:12]=3)[N:10]=2)[CH:7]=1. Given the reactants [Cl:1][C:2]1[CH:3]=[CH:4][C:5]2[N:6]([C:8]([C:18]3[CH:23]=[CH:22][N:21]=[C:20]([C:24]4[CH:29]=[CH:28][C:27]([CH:30]=O)=[CH:26][CH:25]=4)[CH:19]=3)=[C:9]([C:11]3[CH:16]=[CH:15][CH:14]=[C:13]([CH3:17])[N:12]=3)[N:10]=2)[CH:7]=1.[NH:32]1[CH2:37][CH2:36][O:35][CH2:34][CH2:33]1, predict the reaction product.